From a dataset of Catalyst prediction with 721,799 reactions and 888 catalyst types from USPTO. Predict which catalyst facilitates the given reaction. Reactant: [CH:1](=[N:8][C:9](=[O:15])[CH:10]([CH:12]([CH3:14])[CH3:13])[NH2:11])[C:2]1[CH:7]=[CH:6][CH:5]=[CH:4][CH:3]=1.[Br-].[CH2:17]([Zn+])[CH:18]=[CH2:19].C(Br)C=C.O. Product: [C:2]1([CH:1]([NH:8][C:9](=[O:15])[C@H:10]([CH:12]([CH3:13])[CH3:14])[NH2:11])[CH2:19][CH:18]=[CH2:17])[CH:7]=[CH:6][CH:5]=[CH:4][CH:3]=1. The catalyst class is: 324.